This data is from Catalyst prediction with 721,799 reactions and 888 catalyst types from USPTO. The task is: Predict which catalyst facilitates the given reaction. (1) Reactant: C(=O)([S:3][CH2:4][C:5]([NH:8][C:9]([O:11][CH2:12][C:13]1[CH:18]=[CH:17][CH:16]=[CH:15][CH:14]=1)=[O:10])([CH3:7])[CH3:6])C.[OH-].[Na+].C(OCC)(=O)C. Product: [SH:3][CH2:4][C:5]([NH:8][C:9](=[O:10])[O:11][CH2:12][C:13]1[CH:18]=[CH:17][CH:16]=[CH:15][CH:14]=1)([CH3:7])[CH3:6]. The catalyst class is: 5. (2) Product: [CH3:1][O:2][C:3]1[CH:9]=[CH:8][C:6]([N:7]=[C:11]=[O:13])=[CH:5][CH:4]=1. The catalyst class is: 11. Reactant: [CH3:1][O:2][C:3]1[CH:9]=[CH:8][C:6]([NH2:7])=[CH:5][CH:4]=1.Cl[C:11](Cl)([O:13]C(=O)OC(Cl)(Cl)Cl)Cl.